From a dataset of Reaction yield outcomes from USPTO patents with 853,638 reactions. Predict the reaction yield, written as a fraction of the theoretical maximum amount of product (1.0 means a 100% yield; for example, 0.34 means a 34% yield). (1) The catalyst is C1COCC1. The yield is 0.560. The product is [C:1]([O:5][C:6]([C:7]1[C:8]2[C:9](=[N:10][C:11]([F:14])=[CH:12][CH:13]=2)[N:17]([C:18]([CH3:21])([CH3:20])[CH3:19])[N:16]=1)=[O:22])([CH3:4])([CH3:3])[CH3:2]. The reactants are [C:1]([O:5][C:6](=[O:22])[C:7](=[N:16][NH:17][C:18]([CH3:21])([CH3:20])[CH3:19])[C:8]1[C:9](F)=[N:10][C:11]([F:14])=[CH:12][CH:13]=1)([CH3:4])([CH3:3])[CH3:2].[H-].[Na+]. (2) The reactants are [C:1]([C:4]1[C:9]([O:10][CH3:11])=[CH:8][C:7]([O:12][CH3:13])=[CH:6][C:5]=1[NH:14][C:15]([C:17]1[S:18][CH:19]=[C:20]([CH:22]([CH3:24])[CH3:23])[N:21]=1)=O)(=[O:3])[CH3:2].C(C1N=C(C2C=C(O)C3C(=CC(OC)=CC=3)N=2)SC=1)(C)C. No catalyst specified. The product is [CH:22]([C:20]1[N:21]=[C:17]([C:15]2[CH:2]=[C:1]([OH:3])[C:4]3[C:5](=[CH:6][C:7]([O:12][CH3:13])=[CH:8][C:9]=3[O:10][CH3:11])[N:14]=2)[S:18][CH:19]=1)([CH3:24])[CH3:23]. The yield is 0.600. (3) The reactants are [NH:1]1[C:9]2[C:4](=[CH:5][CH:6]=[CH:7][CH:8]=2)[C:3]([CH2:10][C:11]([O:13][CH2:14][CH3:15])=[O:12])=[N:2]1.[H-].[Na+].[N+:18]([C:21]1[CH:28]=[CH:27][C:24]([CH2:25]Br)=[CH:23][CH:22]=1)([O-:20])=[O:19]. The catalyst is CN(C)C=O. The product is [N+:18]([C:21]1[CH:28]=[CH:27][C:24]([CH2:25][N:1]2[C:9]3[C:4](=[CH:5][CH:6]=[CH:7][CH:8]=3)[C:3]([CH2:10][C:11]([O:13][CH2:14][CH3:15])=[O:12])=[N:2]2)=[CH:23][CH:22]=1)([O-:20])=[O:19]. The yield is 0.521. (4) The reactants are [Cl:1][C:2]1[CH:3]=[C:4]([CH:21]=[CH:22][CH:23]=1)[O:5][CH2:6][CH:7]([F:20])[CH2:8][CH2:9][CH:10]1[CH:17]2[CH:13]([O:14][C:15](=[O:18])[CH2:16]2)[CH2:12][CH:11]1[OH:19].[O:24]1[CH:29]=[CH:28][CH2:27][CH2:26][CH2:25]1.O.C1(C)C=CC(S(O)(=O)=O)=CC=1.C(=O)(O)[O-].[Na+]. The catalyst is C(Cl)Cl.CCN(CC)CC. The product is [Cl:1][C:2]1[CH:3]=[C:4]([CH:21]=[CH:22][CH:23]=1)[O:5][CH2:6][CH:7]([F:20])[CH2:8][CH2:9][CH:10]1[CH:17]2[CH:13]([O:14][C:15](=[O:18])[CH2:16]2)[CH2:12][CH:11]1[O:19][CH:25]1[CH2:26][CH2:27][CH2:28][CH2:29][O:24]1. The yield is 0.820. (5) The reactants are [NH2:1][C:2]1[NH:3][C:4](=O)[C:5]([C:13]#[N:14])=[C:6]([C:8]2[O:9][CH:10]=[CH:11][CH:12]=2)[N:7]=1.P(Cl)(Cl)([Cl:18])=O. The catalyst is ClCCl. The product is [NH2:1][C:2]1[N:3]=[C:4]([Cl:18])[C:5]([C:13]#[N:14])=[C:6]([C:8]2[O:9][CH:10]=[CH:11][CH:12]=2)[N:7]=1. The yield is 0.0400. (6) The reactants are Cl[C:2]1[N:3]=[C:4]2[CH:11]=[CH:10][N:9]=[C:8]([Cl:12])[C:5]2=[N:6][CH:7]=1.[O:13]1[CH:17]=[CH:16][N:15]=[C:14]1[CH2:18][OH:19].[H-].[Na+]. The product is [Cl:12][C:8]1[C:5]2=[N:6][CH:7]=[C:2]([O:19][CH2:18][C:14]3[O:13][CH:17]=[CH:16][N:15]=3)[N:3]=[C:4]2[CH:11]=[CH:10][N:9]=1. The catalyst is C1COCC1. The yield is 0.880. (7) The reactants are [Br:1][C:2]1[CH:3]=[C:4]2[NH:10][C:9]([CH:11]3[CH2:13][CH2:12]3)=[N:8][C:5]2=[N:6][CH:7]=1.[F:14][C:15]([F:25])=[CH:16][CH:17]1[CH2:21][N:20]([CH2:22]O)[C:19](=[O:24])[CH2:18]1. No catalyst specified. The product is [Br:1][C:2]1[CH:3]=[C:4]2[N:10]=[C:9]([CH:11]3[CH2:13][CH2:12]3)[N:8]([CH2:22][N:20]3[CH2:21][CH:17]([CH:16]=[C:15]([F:25])[F:14])[CH2:18][C:19]3=[O:24])[C:5]2=[N:6][CH:7]=1. The yield is 0.250. (8) The reactants are [C:1]([O:5][C:6]([N:8]1[C:16]2[C:11](=[CH:12][C:13]([SH:17])=[CH:14][CH:15]=2)[CH:10]=[CH:9]1)=[O:7])([CH3:4])([CH3:3])[CH3:2].[Br:18][C:19]1[CH:24]=[CH:23][C:22]([NH:25][C:26](=[O:37])[C:27]2[CH:32]=[CH:31][C:30](Cl)=[C:29]([N+:34]([O-:36])=[O:35])[CH:28]=2)=[CH:21][CH:20]=1.C([O-])(=O)C.[Na+]. The catalyst is C(O)C. The product is [C:1]([O:5][C:6]([N:8]1[C:16]2[C:11](=[CH:12][C:13]([S:17][C:30]3[CH:31]=[CH:32][C:27]([C:26](=[O:37])[NH:25][C:22]4[CH:23]=[CH:24][C:19]([Br:18])=[CH:20][CH:21]=4)=[CH:28][C:29]=3[N+:34]([O-:36])=[O:35])=[CH:14][CH:15]=2)[CH:10]=[CH:9]1)=[O:7])([CH3:4])([CH3:2])[CH3:3]. The yield is 0.850. (9) The reactants are [NH2:1][C:2]1([C:15]([NH2:17])=[O:16])[CH2:7][CH2:6][N:5]([CH2:8][C:9]2[CH:14]=[CH:13][CH:12]=[CH:11][CH:10]=2)[CH2:4][CH2:3]1.[Br:18][C:19]1[CH:27]=[CH:26][C:22]([C:23](O)=[O:24])=[CH:21][CH:20]=1.CCN=C=NCCCN(C)C.C1C=CC2N(O)N=NC=2C=1.CCN(C(C)C)C(C)C. The catalyst is CN(C=O)C. The product is [CH2:8]([N:5]1[CH2:4][CH2:3][C:2]([NH:1][C:23](=[O:24])[C:22]2[CH:26]=[CH:27][C:19]([Br:18])=[CH:20][CH:21]=2)([C:15]([NH2:17])=[O:16])[CH2:7][CH2:6]1)[C:9]1[CH:10]=[CH:11][CH:12]=[CH:13][CH:14]=1. The yield is 0.990. (10) The reactants are [F:1][C:2]1[CH:7]=[CH:6][C:5]([I:8])=[CH:4][C:3]=1[NH:9][N:10]=[C:11]([C:16](=[O:20])[CH2:17][O:18][CH3:19])[C:12]([O:14][CH3:15])=[O:13].[CH3:21]OC(OC)N(C)C. No catalyst specified. The product is [F:1][C:2]1[CH:7]=[CH:6][C:5]([I:8])=[CH:4][C:3]=1[N:9]1[CH:21]=[C:17]([O:18][CH3:19])[C:16](=[O:20])[C:11]([C:12]([O:14][CH3:15])=[O:13])=[N:10]1. The yield is 0.780.